Predict the reactants needed to synthesize the given product. From a dataset of Full USPTO retrosynthesis dataset with 1.9M reactions from patents (1976-2016). (1) Given the product [C:1]([O:5][C:6](=[O:35])[NH:7][C@H:8]([C:29]1[CH:34]=[CH:33][CH:32]=[CH:31][CH:30]=1)[CH2:9][N:10]1[C:15](=[O:16])[C:14]([N:39]2[CH2:40][CH2:41][NH:36][C:37](=[O:42])[CH2:38]2)=[C:13]([CH3:18])[N:12]([CH2:19][C:20]2[C:25]([F:26])=[CH:24][CH:23]=[CH:22][C:21]=2[F:27])[C:11]1=[O:28])([CH3:4])([CH3:3])[CH3:2], predict the reactants needed to synthesize it. The reactants are: [C:1]([O:5][C:6](=[O:35])[NH:7][C@H:8]([C:29]1[CH:34]=[CH:33][CH:32]=[CH:31][CH:30]=1)[CH2:9][N:10]1[C:15](=[O:16])[C:14](Br)=[C:13]([CH3:18])[N:12]([CH2:19][C:20]2[C:25]([F:26])=[CH:24][CH:23]=[CH:22][C:21]=2[F:27])[C:11]1=[O:28])([CH3:4])([CH3:3])[CH3:2].[NH:36]1[CH2:41][CH2:40][NH:39][CH2:38][C:37]1=[O:42]. (2) Given the product [OH:12][C:10]1[CH:9]=[C:8]([O:13][CH:14]([CH3:16])[CH3:15])[CH:7]=[C:6]([CH:11]=1)[C:5]([OH:17])=[O:4], predict the reactants needed to synthesize it. The reactants are: [OH-].[Na+].C[O:4][C:5](=[O:17])[C:6]1[CH:11]=[C:10]([OH:12])[CH:9]=[C:8]([O:13][CH:14]([CH3:16])[CH3:15])[CH:7]=1. (3) Given the product [CH3:1][O:2][C:3](=[O:15])[CH2:4][C:5]1[N:6]=[C:7]([O:13][CH3:14])[C:8]([Cl:12])=[C:9]([N:23]2[CH2:28][CH2:27][O:26][CH2:25][CH2:24]2)[N:10]=1, predict the reactants needed to synthesize it. The reactants are: [CH3:1][O:2][C:3](=[O:15])[CH2:4][C:5]1[N:10]=[C:9](Cl)[C:8]([Cl:12])=[C:7]([O:13][CH3:14])[N:6]=1.O.C(OCC)(=O)C.[NH:23]1[CH2:28][CH2:27][O:26][CH2:25][CH2:24]1. (4) Given the product [CH:15]1([C:31]2[C:32]([O:45][C@H:46]3[CH2:51][CH2:50][C@H:49]([C:52]([F:55])([F:54])[F:53])[CH2:48][CH2:47]3)=[CH:33][C:34]([F:44])=[C:35]([CH:43]=2)[C:36]([NH:38][S:39]([CH3:42])(=[O:41])=[O:40])=[O:37])[CH2:10][CH2:9]1, predict the reactants needed to synthesize it. The reactants are: N1(S(N[C:9](=O)[C:10]2[CH:15]=C(Cl)C(OCC3(C(F)(F)F)CCCC3)=CC=2F)(=O)=O)CCC1.Cl[C:31]1[C:32]([O:45][C@H:46]2[CH2:51][CH2:50][C@H:49]([C:52]([F:55])([F:54])[F:53])[CH2:48][CH2:47]2)=[CH:33][C:34]([F:44])=[C:35]([CH:43]=1)[C:36]([NH:38][S:39]([CH3:42])(=[O:41])=[O:40])=[O:37].